Dataset: Reaction yield outcomes from USPTO patents with 853,638 reactions. Task: Predict the reaction yield, written as a fraction of the theoretical maximum amount of product (1.0 means a 100% yield; for example, 0.34 means a 34% yield). (1) The reactants are [CH2:1]([CH:7]1[C:10](=[O:11])[O:9][CH:8]1[CH2:12][CH:13]([O:25]C(=O)C(NC=O)CC(C)C)[CH2:14][CH2:15][CH:16]=[CH:17][CH2:18][CH2:19][CH2:20][CH2:21][CH2:22][CH2:23][CH3:24])[CH2:2][CH2:3][CH2:4][CH2:5][CH3:6]. The catalyst is [Pd].C1COCC1. The product is [CH2:1]([C@H:7]1[C@H:8]([CH2:12][C@H:13]([OH:25])[CH2:14][CH2:15][CH2:16][CH2:17][CH2:18][CH2:19][CH2:20][CH2:21][CH2:22][CH2:23][CH3:24])[O:9][C:10]1=[O:11])[CH2:2][CH2:3][CH2:4][CH2:5][CH3:6]. The yield is 0.990. (2) The reactants are [Cl:1][C:2]1[CH:3]=[C:4]([C:9]([C:12]2[N:16]([C:17]3[CH:22]=[CH:21][C:20]([F:23])=[C:19]([O:24][CH3:25])[CH:18]=3)[C:15]([S:26][CH2:27][C:28]3[CH:29]=[CH:30][C:31]([CH2:38][CH2:39][CH2:40]O)=[C:32]([CH:37]=3)[C:33]([O:35][CH3:36])=[O:34])=[N:14][CH:13]=2)([CH3:11])[CH3:10])[CH:5]=[CH:6][C:7]=1[Cl:8].[NH2:42][C:43](=[N:52]C(=O)OC(C)(C)C)[NH:44]C(OC(C)(C)C)=O.C1(P(C2C=CC=CC=2)C2C=CC=CC=2)C=CC=CC=1.CC(OC(/N=N/C(OC(C)C)=O)=O)C. The catalyst is O1CCCC1. The product is [Cl:1][C:2]1[CH:3]=[C:4]([C:9]([C:12]2[N:16]([C:17]3[CH:22]=[CH:21][C:20]([F:23])=[C:19]([O:24][CH3:25])[CH:18]=3)[C:15]([S:26][CH2:27][C:28]3[CH:29]=[CH:30][C:31]([CH2:38][CH2:39][CH2:40][NH:44][C:43]([NH2:52])=[NH:42])=[C:32]([CH:37]=3)[C:33]([O:35][CH3:36])=[O:34])=[N:14][CH:13]=2)([CH3:10])[CH3:11])[CH:5]=[CH:6][C:7]=1[Cl:8]. The yield is 0.700. (3) No catalyst specified. The yield is 0.770. The product is [Cl:1][C:2]1[N:7]=[CH:6][N:5]=[C:4]2[N:8]([CH:15]3[CH2:14][CH2:13][CH2:12][CH2:11][O:25]3)[N:9]=[CH:10][C:3]=12. The reactants are [Cl:1][C:2]1[N:7]=[CH:6][N:5]=[C:4]2[NH:8][N:9]=[CH:10][C:3]=12.[C:11]1(C)C=[CH:15][C:14](S(O)(=O)=O)=[CH:13][CH:12]=1.N.C(OCC)(=[O:25])C. (4) The yield is 0.730. The product is [Cl:20][C:14]1[NH:13][C:12]2[CH:17]=[C:18]([F:19])[C:9]([F:8])=[CH:10][C:11]=2[N:15]=1. The catalyst is CC(C)=O.[Cu](Cl)Cl. The reactants are N(OC(C)(C)C)=O.[F:8][C:9]1[C:18]([F:19])=[CH:17][C:12]2[NH:13][C:14](N)=[N:15][C:11]=2[CH:10]=1.[ClH:20].